This data is from Reaction yield outcomes from USPTO patents with 853,638 reactions. The task is: Predict the reaction yield, written as a fraction of the theoretical maximum amount of product (1.0 means a 100% yield; for example, 0.34 means a 34% yield). (1) The reactants are [OH-].[Na+].[Cl:3][C:4]1[CH:9]=[CH:8][CH:7]=[C:6]([Cl:10])[C:5]=1[C:11]1[C:15]([CH2:16][O:17][C:18]2[CH:23]=[CH:22][C:21]([C:24]3[CH:25]=[C:26]4[C:31](=[CH:32][CH:33]=3)[N:30]=[C:29]([C:34]([O:36]CC)=[O:35])[CH:28]=[CH:27]4)=[CH:20][C:19]=2[CH3:39])=[C:14]([CH:40]([CH3:42])[CH3:41])[O:13][N:12]=1.Cl.O. The catalyst is O1CCCC1.CO. The product is [Cl:10][C:6]1[CH:7]=[CH:8][CH:9]=[C:4]([Cl:3])[C:5]=1[C:11]1[C:15]([CH2:16][O:17][C:18]2[CH:23]=[CH:22][C:21]([C:24]3[CH:25]=[C:26]4[C:31](=[CH:32][CH:33]=3)[N:30]=[C:29]([C:34]([OH:36])=[O:35])[CH:28]=[CH:27]4)=[CH:20][C:19]=2[CH3:39])=[C:14]([CH:40]([CH3:42])[CH3:41])[O:13][N:12]=1. The yield is 0.990. (2) The reactants are C1C2C(COC(=O)[NH:17][C:18]3[CH:23]=[CH:22][C:21]([S:24][C:25]4[CH:30]=[CH:29][C:28]([C:31](=[O:40])[NH:32][C:33]5[CH:38]=[CH:37][C:36]([Br:39])=[CH:35][N:34]=5)=[CH:27][C:26]=4[NH:41][C:42]4[C:43]5[CH:51]=[CH:50][C:49]([CH:52]([CH3:54])[CH3:53])=[N:48][C:44]=5[N:45]=[CH:46][N:47]=4)=[CH:20][CH:19]=3)C3C(=CC=CC=3)C=2C=CC=1.O1CCCC1.[F-].C([N+](CCCC)(CCCC)CCCC)CCC. The catalyst is O.CCOC(C)=O.[Cl-].[Na+].O. The product is [NH2:17][C:18]1[CH:23]=[CH:22][C:21]([S:24][C:25]2[CH:30]=[CH:29][C:28]([C:31]([NH:32][C:33]3[CH:38]=[CH:37][C:36]([Br:39])=[CH:35][N:34]=3)=[O:40])=[CH:27][C:26]=2[NH:41][C:42]2[C:43]3[CH:51]=[CH:50][C:49]([CH:52]([CH3:54])[CH3:53])=[N:48][C:44]=3[N:45]=[CH:46][N:47]=2)=[CH:20][CH:19]=1. The yield is 0.960. (3) The reactants are [Cl:1][C:2]1[CH:7]=[CH:6][N:5]=[C:4]([CH3:8])[CH:3]=1.[F:9][C:10]1[CH:20]=[CH:19][C:13]([C:14](OCC)=[O:15])=[CH:12][CH:11]=1.C[Si]([N-][Si](C)(C)C)(C)C.[Li+]. The catalyst is O1CCCC1. The product is [Cl:1][C:2]1[CH:7]=[CH:6][N:5]=[C:4]([CH2:8][C:14]([C:13]2[CH:19]=[CH:20][C:10]([F:9])=[CH:11][CH:12]=2)=[O:15])[CH:3]=1. The yield is 0.990.